From a dataset of Full USPTO retrosynthesis dataset with 1.9M reactions from patents (1976-2016). Predict the reactants needed to synthesize the given product. (1) Given the product [CH2:1]([S:3]([CH2:6][CH2:7][CH2:8][C:9]12[CH2:10][CH2:11][C:12]([C:17]([OH:19])=[O:18])([CH2:13][CH2:14]1)[CH2:15][CH2:16]2)(=[O:5])=[O:4])[CH3:2], predict the reactants needed to synthesize it. The reactants are: [CH2:1]([S:3]([CH2:6][CH2:7][CH2:8][C:9]12[CH2:16][CH2:15][C:12]([C:17]([O:19]C)=[O:18])([CH2:13][CH2:14]1)[CH2:11][CH2:10]2)(=[O:5])=[O:4])[CH3:2].[OH-].[K+].Cl. (2) Given the product [F:41][C:40]1[CH:39]=[CH:38][C:23]([C:24](=[O:25])[NH:26][C@@H:27]2[C:35]3[C:30](=[CH:31][CH:32]=[C:33]([Cl:36])[CH:34]=3)[CH2:29][C@@H:28]2[OH:37])=[CH:22][C:21]=1[NH:20][C:11]([C:8]1[N:6]2[CH:7]=[C:2]([CH3:1])[CH:3]=[CH:4][C:5]2=[N:10][CH:9]=1)=[O:13], predict the reactants needed to synthesize it. The reactants are: [CH3:1][C:2]1[CH:3]=[CH:4][C:5]2[N:6]([C:8]([C:11]([OH:13])=O)=[CH:9][N:10]=2)[CH:7]=1.C(Cl)(=O)C(Cl)=O.[NH2:20][C:21]1[CH:22]=[C:23]([CH:38]=[CH:39][C:40]=1[F:41])[C:24]([NH:26][C@@H:27]1[C:35]2[C:30](=[CH:31][CH:32]=[C:33]([Cl:36])[CH:34]=2)[CH2:29][C@@H:28]1[OH:37])=[O:25].N1C=CC=CC=1. (3) Given the product [Cl:17][C:10]1[CH:9]=[C:8]([CH3:14])[C:7]2[C:12](=[C:3]([O:2][CH3:1])[CH:4]=[CH:5][CH:6]=2)[N:11]=1, predict the reactants needed to synthesize it. The reactants are: [CH3:1][O:2][C:3]1[CH:4]=[CH:5][CH:6]=[C:7]2[C:12]=1[NH:11][C:10](=O)[CH:9]=[C:8]2[CH3:14].O=P(Cl)(Cl)[Cl:17]. (4) Given the product [CH:4]1([S:7][C:8]2[CH:13]=[CH:12][C:11]([CH2:14][C:15]([OH:17])=[O:16])=[CH:10][CH:9]=2)[CH2:5][CH2:6]1, predict the reactants needed to synthesize it. The reactants are: O.NN.[CH:4]1([S:7][C:8]2[CH:13]=[CH:12][C:11]([C:14](=O)[C:15]([OH:17])=[O:16])=[CH:10][CH:9]=2)[CH2:6][CH2:5]1.[OH-].[K+]. (5) Given the product [F:15][C:16]1[CH:17]=[C:18]([CH:29]=[CH:30][CH:31]=1)[CH2:19][C:20]1[CH:21]=[C:22]([CH:26]=[CH:27][CH:28]=1)[C:23]([NH:14][CH2:13][CH2:12][C:6]1[C:5]2[C:9](=[CH:10][CH:11]=[C:3]([O:2][CH3:1])[CH:4]=2)[NH:8][CH:7]=1)=[O:24], predict the reactants needed to synthesize it. The reactants are: [CH3:1][O:2][C:3]1[CH:4]=[C:5]2[C:9](=[CH:10][CH:11]=1)[NH:8][CH:7]=[C:6]2[CH2:12][CH2:13][NH2:14].[F:15][C:16]1[CH:17]=[C:18]([CH:29]=[CH:30][CH:31]=1)[CH2:19][C:20]1[CH:21]=[C:22]([CH:26]=[CH:27][CH:28]=1)[C:23](O)=[O:24].CN(C(ON1N=NC2C=CC=NC1=2)=[N+](C)C)C.F[P-](F)(F)(F)(F)F.C(N(CC)C(C)C)(C)C.